From a dataset of Peptide-MHC class II binding affinity with 134,281 pairs from IEDB. Regression. Given a peptide amino acid sequence and an MHC pseudo amino acid sequence, predict their binding affinity value. This is MHC class II binding data. (1) The peptide sequence is LVKYVNGDGDVVAVD. The MHC is DRB1_1501 with pseudo-sequence DRB1_1501. The binding affinity (normalized) is 0.142. (2) The peptide sequence is AFILDDDNLFPKV. The MHC is DRB1_0401 with pseudo-sequence DRB1_0401. The binding affinity (normalized) is 0.553.